Dataset: Forward reaction prediction with 1.9M reactions from USPTO patents (1976-2016). Task: Predict the product of the given reaction. (1) Given the reactants C(OC(=O)[NH:10][CH2:11][CH2:12][N:13]([C:25]([C@H:27]1[NH:45][C:44](=[O:46])[C@H:43]([CH2:47][CH2:48][CH2:49][NH:50][C:51]([O:53][C:54]([CH3:57])([CH3:56])[CH3:55])=[O:52])[NH:42][C:41](=[O:58])[C@@H:40]([NH:59][C:60]([O:62][C:63]([CH3:66])([CH3:65])[CH3:64])=[O:61])[CH2:39][C:38]2[CH:67]=[C:34]([CH:35]=[CH:36][C:37]=2[OH:68])[C:33]2=[CH:69][C:29](=[C:30]([OH:70])[CH:31]=[CH:32]2)[CH2:28]1)=[O:26])[CH2:14][CH2:15][N:16]([C:18]([O:20][C:21]([CH3:24])([CH3:23])[CH3:22])=[O:19])[CH3:17])C1C=CC=CC=1, predict the reaction product. The product is: [C:21]([O:20][C:18](=[O:19])[N:16]([CH2:15][CH2:14][N:13]([CH2:12][CH2:11][NH2:10])[C:25]([C@H:27]1[NH:45][C:44](=[O:46])[C@H:43]([CH2:47][CH2:48][CH2:49][NH:50][C:51]([O:53][C:54]([CH3:55])([CH3:56])[CH3:57])=[O:52])[NH:42][C:41](=[O:58])[C@@H:40]([NH:59][C:60]([O:62][C:63]([CH3:64])([CH3:65])[CH3:66])=[O:61])[CH2:39][C:38]2[CH:67]=[C:34]([CH:35]=[CH:36][C:37]=2[OH:68])[C:33]2=[CH:69][C:29](=[C:30]([OH:70])[CH:31]=[CH:32]2)[CH2:28]1)=[O:26])[CH3:17])([CH3:22])([CH3:23])[CH3:24]. (2) Given the reactants [Cl-:1].[Cl-].[Cl-].[Cl-].[Hf+4:5].C(Cl)[Cl:7].[N+:9]([CH3:12])([O-:11])=[O:10], predict the reaction product. The product is: [Cl-:7].[Cl-:1].[Cl-:7].[Cl-:7].[Hf+4:5].[N+:9]([CH3:12])([O-:11])=[O:10]. (3) Given the reactants [Cl:1][C:2]1[CH:10]=[CH:9][C:5]([C:6]([OH:8])=[O:7])=[CH:4][C:3]=1[NH:11][C:12]([C:14]1[C:25](=[O:26])[NH:24][C:17]2[N:18]=[C:19]([O:22][CH3:23])[N:20]=[CH:21][C:16]=2[CH:15]=1)=[O:13].[Cl:27][C:28]1[CH:35]=[CH:34][C:31]([CH2:32]Br)=[CH:30][CH:29]=1.[F-].C([N+](CCCC)(CCCC)CCCC)CCC, predict the reaction product. The product is: [Cl:27][C:28]1[CH:35]=[CH:34][C:31]([CH2:32][O:7][C:6](=[O:8])[C:5]2[CH:9]=[CH:10][C:2]([Cl:1])=[C:3]([NH:11][C:12]([C:14]3[C:25](=[O:26])[NH:24][C:17]4[N:18]=[C:19]([O:22][CH3:23])[N:20]=[CH:21][C:16]=4[CH:15]=3)=[O:13])[CH:4]=2)=[CH:30][CH:29]=1. (4) Given the reactants [C:1]([O:4][CH:5]1[C:9]2=[N:10][CH:11]=[C:12]([NH2:29])[C:13]([N:14]3[CH2:19][C@H:18]([CH3:20])[CH2:17][C@H:16]([NH:21][C:22]([O:24][C:25]([CH3:28])([CH3:27])[CH3:26])=[O:23])[CH2:15]3)=[C:8]2[CH2:7][CH2:6]1)(=[O:3])[CH3:2].[F:30][C:31]1[CH:36]=[C:35]([CH2:37][O:38][CH3:39])[CH:34]=[C:33]([F:40])[C:32]=1[C:41]1[N:46]=[C:45]([C:47](O)=[O:48])[CH:44]=[CH:43][C:42]=1[F:50].CN(C(ON1N=NC2C=CC=NC1=2)=[N+](C)C)C.F[P-](F)(F)(F)(F)F.CCN(C(C)C)C(C)C, predict the reaction product. The product is: [C:1]([O:4][CH:5]1[C:9]2=[N:10][CH:11]=[C:12]([NH:29][C:47]([C:45]3[CH:44]=[CH:43][C:42]([F:50])=[C:41]([C:32]4[C:31]([F:30])=[CH:36][C:35]([CH2:37][O:38][CH3:39])=[CH:34][C:33]=4[F:40])[N:46]=3)=[O:48])[C:13]([N:14]3[CH2:19][C@H:18]([CH3:20])[CH2:17][C@H:16]([NH:21][C:22]([O:24][C:25]([CH3:28])([CH3:27])[CH3:26])=[O:23])[CH2:15]3)=[C:8]2[CH2:7][CH2:6]1)(=[O:3])[CH3:2]. (5) Given the reactants [CH3:1][O:2][C:3]1[N:8]=[C:7]2[NH:9][N:10]=[CH:11][C:6]2=[CH:5][C:4]=1[NH:12][C:13]1[C:14]2[C:21]3[CH2:22][CH2:23][C@H:24]([C:26](O)=[O:27])[CH2:25][C:20]=3[S:19][C:15]=2[N:16]=[CH:17][N:18]=1.[CH3:29][N:30]([CH3:37])[CH:31]1[CH2:36][CH2:35][NH:34][CH2:33][CH2:32]1, predict the reaction product. The product is: [CH3:29][N:30]([CH3:37])[CH:31]1[CH2:36][CH2:35][N:34]([C:26]([C@H:24]2[CH2:23][CH2:22][C:21]3[C:14]4[C:13]([NH:12][C:4]5[CH:5]=[C:6]6[CH:11]=[N:10][NH:9][C:7]6=[N:8][C:3]=5[O:2][CH3:1])=[N:18][CH:17]=[N:16][C:15]=4[S:19][C:20]=3[CH2:25]2)=[O:27])[CH2:33][CH2:32]1. (6) Given the reactants [CH3:1][O:2][C:3](=[O:25])[CH:4]([F:24])[CH2:5][C:6]1[CH:11]=[C:10]([Cl:12])[C:9]([O:13][C:14]2[CH:19]=[CH:18][C:17]([N+:20]([O-])=O)=[CH:16][CH:15]=2)=[C:8]([Cl:23])[CH:7]=1, predict the reaction product. The product is: [CH3:1][O:2][C:3](=[O:25])[CH:4]([F:24])[CH2:5][C:6]1[CH:7]=[C:8]([Cl:23])[C:9]([O:13][C:14]2[CH:19]=[CH:18][C:17]([NH2:20])=[CH:16][CH:15]=2)=[C:10]([Cl:12])[CH:11]=1. (7) Given the reactants C(OC([N:8]1[C:13]2[CH:14]=[C:15]([Cl:23])[C:16]([N:18]3[CH:22]=[CH:21][N:20]=[N:19]3)=[CH:17][C:12]=2[O:11][CH:10]([C:24]([N:26]2[CH2:31][CH2:30][C:29]([C:40]#[N:41])([CH2:32][C:33]3[CH:38]=[CH:37][C:36]([F:39])=[CH:35][CH:34]=3)[CH2:28][CH2:27]2)=[O:25])[CH2:9]1)=O)(C)(C)C.FC(F)(F)C(O)=O, predict the reaction product. The product is: [Cl:23][C:15]1[C:16]([N:18]2[CH:22]=[CH:21][N:20]=[N:19]2)=[CH:17][C:12]2[O:11][CH:10]([C:24]([N:26]3[CH2:27][CH2:28][C:29]([CH2:32][C:33]4[CH:34]=[CH:35][C:36]([F:39])=[CH:37][CH:38]=4)([C:40]#[N:41])[CH2:30][CH2:31]3)=[O:25])[CH2:9][NH:8][C:13]=2[CH:14]=1. (8) The product is: [S:2]([OH:5])([OH:4])(=[O:3])=[O:1].[CH2:6]([NH:9][C:10]1[N:15]=[C:14]([NH:16][CH2:17][CH2:18][CH3:19])[N:13]=[C:12]([N:20]([CH3:23])[O:21][CH3:22])[N:11]=1)[CH2:7][CH3:8]. Given the reactants [OH:1][S:2]([OH:5])(=[O:4])=[O:3].[CH2:6]([NH:9][C:10]1[N:15]=[C:14]([NH:16][CH2:17][CH2:18][CH3:19])[N:13]=[C:12]([N:20]([CH3:23])[O:21][CH3:22])[N:11]=1)[CH2:7][CH3:8], predict the reaction product. (9) Given the reactants C(OC([NH:11][C@H:12]1[C@H:17]2[O:18][C@H:14]([CH2:15][CH2:16]2)[C@H:13]1[C:19]([O:21][CH3:22])=[O:20])=O)C1C=CC=CC=1, predict the reaction product. The product is: [NH2:11][C@H:12]1[C@H:17]2[O:18][C@H:14]([CH2:15][CH2:16]2)[C@H:13]1[C:19]([O:21][CH3:22])=[O:20].